Dataset: Reaction yield outcomes from USPTO patents with 853,638 reactions. Task: Predict the reaction yield, written as a fraction of the theoretical maximum amount of product (1.0 means a 100% yield; for example, 0.34 means a 34% yield). (1) The reactants are [CH2:1]([O:3][C:4]([Sn](CCCC)(CCCC)CCCC)=[CH2:5])[CH3:2].[NH2:19][C:20]1[N:41]=[C:40](Cl)[CH:39]=[CH:38][C:21]=1[C:22]([NH:24][CH2:25][C:26]1[S:27][C:28]([O:31][C:32]2[CH:37]=[CH:36][CH:35]=[CH:34][CH:33]=2)=[CH:29][CH:30]=1)=[O:23].C1(C)C(C)=CC=CC=1.O. The catalyst is C1C=CC([P]([Pd]([P](C2C=CC=CC=2)(C2C=CC=CC=2)C2C=CC=CC=2)([P](C2C=CC=CC=2)(C2C=CC=CC=2)C2C=CC=CC=2)[P](C2C=CC=CC=2)(C2C=CC=CC=2)C2C=CC=CC=2)(C2C=CC=CC=2)C2C=CC=CC=2)=CC=1.C(OCC)(=O)C. The product is [NH2:19][C:20]1[N:41]=[C:40]([C:4]([O:3][CH2:1][CH3:2])=[CH2:5])[CH:39]=[CH:38][C:21]=1[C:22]([NH:24][CH2:25][C:26]1[S:27][C:28]([O:31][C:32]2[CH:37]=[CH:36][CH:35]=[CH:34][CH:33]=2)=[CH:29][CH:30]=1)=[O:23]. The yield is 0.820. (2) The reactants are [C:1]1([CH3:12])[CH:6]=[CH:5][C:4]([S:7]([C:10]#[N:11])(=[O:9])=[O:8])=[CH:3][CH:2]=1.[C:13]([N:20]1[CH2:24][CH2:23][CH2:22][C@H:21]1[CH2:25][N:26]=[N+:27]=[N-:28])([O:15][C:16]([CH3:19])([CH3:18])[CH3:17])=[O:14]. No catalyst specified. The product is [C:13]([N:20]1[CH2:24][CH2:23][CH2:22][C@H:21]1[CH2:25][N:26]1[C:10]([S:7]([C:4]2[CH:3]=[CH:2][C:1]([CH3:12])=[CH:6][CH:5]=2)(=[O:8])=[O:9])=[N:11][N:28]=[N:27]1)([O:15][C:16]([CH3:19])([CH3:18])[CH3:17])=[O:14]. The yield is 0.840. (3) The catalyst is CCO. The product is [F:12][C:13]1[CH:20]=[CH:19][CH:18]=[CH:17][C:14]=1[CH:15]1[C:2]([C:1]([O:7][C:8]([CH3:11])([CH3:10])[CH3:9])=[O:6])=[C:3]([CH3:5])[NH:21][C:3]([CH3:5])=[C:2]1[C:1]([O:7][C:8]([CH3:11])([CH3:10])[CH3:9])=[O:22]. The reactants are [C:1]([O:7][C:8]([CH3:11])([CH3:10])[CH3:9])(=[O:6])[CH2:2][C:3]([CH3:5])=O.[F:12][C:13]1[CH:20]=[CH:19][CH:18]=[CH:17][C:14]=1[CH:15]=O.[NH4+:21].[OH-:22]. The yield is 0.160. (4) The reactants are Br[C:2]1[CH:32]=[CH:31][C:5]([CH2:6][O:7][C:8]2[CH:13]=[CH:12][C:11]([C@@H:14]3[C@@H:17]([CH2:18][CH2:19][C:20](Cl)=[O:21])[C:16](=[O:23])[N:15]3[C:24]3[CH:29]=[CH:28][C:27]([F:30])=[CH:26][CH:25]=3)=[CH:10][CH:9]=2)=[CH:4][CH:3]=1.[NH:33]1[C:37]2[CH:38]=[CH:39][CH:40]=[CH:41][C:36]=2[N:35]=[N:34]1. The catalyst is ClCCl. The product is [N:33]1([C:20](=[O:21])[CH2:19][CH2:18][C@@H:17]2[C@@H:14]([C:11]3[CH:12]=[CH:13][C:8]([O:7][CH2:6][C:5]4[CH:31]=[CH:32][CH:2]=[CH:3][CH:4]=4)=[CH:9][CH:10]=3)[N:15]([C:24]3[CH:29]=[CH:28][C:27]([F:30])=[CH:26][CH:25]=3)[C:16]2=[O:23])[C:37]2[CH:38]=[CH:39][CH:40]=[CH:41][C:36]=2[N:35]=[N:34]1. The yield is 0.851. (5) The reactants are [Br:1][C:2]1[CH:3]=[CH:4][C:5]([OH:18])=[C:6]([C:8](=[O:17])[CH2:9][C:10]2[CH:15]=[CH:14][C:13]([F:16])=[CH:12][CH:11]=2)[CH:7]=1.[C:19](O[C:19](=O)[CH2:20][CH2:21][CH3:22])(=O)[CH2:20][CH2:21][CH3:22].Cl. The catalyst is C(N(CC)CC)C. The product is [Br:1][C:2]1[CH:7]=[C:6]2[C:5](=[CH:4][CH:3]=1)[O:18][C:19]([CH2:20][CH2:21][CH3:22])=[C:9]([C:10]1[CH:15]=[CH:14][C:13]([F:16])=[CH:12][CH:11]=1)[C:8]2=[O:17]. The yield is 0.710.